This data is from Full USPTO retrosynthesis dataset with 1.9M reactions from patents (1976-2016). The task is: Predict the reactants needed to synthesize the given product. (1) Given the product [C:42]([O:8][C:9]([N:11]1[CH2:15][CH2:14][C@H:13]([NH:16][C:17]([C@@H:19]2[CH2:25][CH2:24][C@@H:23]3[CH2:26][N:20]2[C:21](=[O:35])[N:22]3[OH:27])=[O:18])[CH2:12]1)=[O:10])([CH3:44])([CH3:43])[CH3:41], predict the reactants needed to synthesize it. The reactants are: C([O:8][C:9]([N:11]1[CH2:15][CH2:14][C@H:13]([NH:16][C:17]([C@@H:19]2[CH2:25][CH2:24][C@@H:23]3[CH2:26][N:20]2[C:21](=[O:35])[N:22]3[O:27]CC2C=CC=CC=2)=[O:18])[CH2:12]1)=[O:10])C1C=CC=CC=1.O1CCCC1.[CH3:41][C:42](OC(OC(O[C:42]([CH3:44])([CH3:43])[CH3:41])=O)=O)([CH3:44])[CH3:43]. (2) Given the product [CH:31]1([CH2:30][O:29][C:21]2[CH:22]=[CH:23][C:24]([CH:26]([F:28])[F:27])=[CH:25][C:20]=2[C:19]2[C:14]3[NH:13][C:12]([CH3:34])=[C:11]([C:9]([NH:8][C@@H:5]4[CH2:6][CH2:7][C@@H:2]([NH:1][C:39](=[O:40])[CH2:38][O:37][CH3:36])[CH2:3][C@H:4]4[F:35])=[O:10])[C:15]=3[N:16]=[CH:17][N:18]=2)[CH2:32][CH2:33]1, predict the reactants needed to synthesize it. The reactants are: [NH2:1][C@@H:2]1[CH2:7][CH2:6][C@@H:5]([NH:8][C:9]([C:11]2[C:15]3[N:16]=[CH:17][N:18]=[C:19]([C:20]4[CH:25]=[C:24]([CH:26]([F:28])[F:27])[CH:23]=[CH:22][C:21]=4[O:29][CH2:30][CH:31]4[CH2:33][CH2:32]4)[C:14]=3[NH:13][C:12]=2[CH3:34])=[O:10])[C@H:4]([F:35])[CH2:3]1.[CH3:36][O:37][CH2:38][C:39](Cl)=[O:40]. (3) Given the product [CH3:28][C:22]1([CH3:29])[CH2:21][CH:20]([O:19][C:16]2[N:15]=[N:14][C:13]([C:12]3[CH:11]=[C:10]4[C:5]([CH:6]=[CH:7][N:8]=[CH:9]4)=[CH:4][C:3]=3[OH:2])=[CH:18][CH:17]=2)[CH2:25][C:24]([CH3:27])([CH3:26])[NH:23]1, predict the reactants needed to synthesize it. The reactants are: C[O:2][C:3]1[CH:4]=[C:5]2[C:10](=[CH:11][C:12]=1[C:13]1[N:14]=[N:15][C:16]([O:19][CH:20]3[CH2:25][C:24]([CH3:27])([CH3:26])[NH:23][C:22]([CH3:29])([CH3:28])[CH2:21]3)=[CH:17][CH:18]=1)[CH:9]=[N:8][CH:7]=[CH:6]2.C1(S)C=CC=CC=1. (4) Given the product [Br:1][C:2]1[CH:3]=[C:4]([F:12])[C:5]([C:6]([N:23]2[CH2:24][CH2:25][N:20]([C:17]3[CH:16]=[CH:15][C:14]([CH3:13])=[CH:19][N:18]=3)[CH2:21][CH2:22]2)=[O:8])=[C:9]([F:11])[CH:10]=1, predict the reactants needed to synthesize it. The reactants are: [Br:1][C:2]1[CH:10]=[C:9]([F:11])[C:5]([C:6]([OH:8])=O)=[C:4]([F:12])[CH:3]=1.[CH3:13][C:14]1[CH:15]=[CH:16][C:17]([N:20]2[CH2:25][CH2:24][NH:23][CH2:22][CH2:21]2)=[N:18][CH:19]=1. (5) Given the product [F:34][C:35]1[CH:36]=[C:37]([CH:38]=[CH:39][CH:40]=1)[CH2:41][O:33][C:30]1[CH:31]=[CH:32][C:27]([C:26]2[C:21]([NH2:20])=[N:22][CH:23]=[CH:24][CH:25]=2)=[CH:28][CH:29]=1, predict the reactants needed to synthesize it. The reactants are: C1(P(C2C=CC=CC=2)C2C=CC=CC=2)C=CC=CC=1.[NH2:20][C:21]1[C:26]([C:27]2[CH:32]=[CH:31][C:30]([OH:33])=[CH:29][CH:28]=2)=[CH:25][CH:24]=[CH:23][N:22]=1.[F:34][C:35]1[CH:36]=[C:37]([CH2:41]O)[CH:38]=[CH:39][CH:40]=1. (6) Given the product [CH2:1]([CH2:13][NH2:14])[CH2:2][C:3]([P:5]([O-:7])([OH:8])=[O:6])([P:9]([OH:12])([OH:11])=[O:10])[OH:4].[CH2:1]([CH2:13][NH2:14])[CH2:2][C:3]([P:5]([O-:7])([OH:8])=[O:6])([P:9]([OH:12])([OH:11])=[O:10])[OH:4].[Ca+2:18], predict the reactants needed to synthesize it. The reactants are: [CH2:1]([CH2:13][NH2:14])[CH2:2][C:3]([P:9]([OH:12])([OH:11])=[O:10])([P:5]([OH:8])([OH:7])=[O:6])[OH:4].[OH-].[Na+].[Cl-].[Ca+2:18].[Cl-]. (7) Given the product [CH2:1]([N:3]1[CH2:15][CH2:14][C:6]2[N:7](/[CH:33]=[C:34](/[C:36]3[CH:41]=[CH:40][N:39]=[CH:38][CH:37]=3)\[CH3:35])[C:8]3[CH:9]=[CH:10][CH:11]=[CH:12][C:13]=3[C:5]=2[CH2:4]1)[CH3:2], predict the reactants needed to synthesize it. The reactants are: [CH2:1]([N:3]1[CH2:15][CH2:14][C:6]2[NH:7][C:8]3[CH:9]=[CH:10][CH:11]=[CH:12][C:13]=3[C:5]=2[CH2:4]1)[CH3:2].N1CCC[C@H]1C(O)=O.P([O-])([O-])([O-])=O.[K+].[K+].[K+].Br[CH:33]=[C:34]([C:36]1[CH:41]=[CH:40][N:39]=[CH:38][CH:37]=1)[CH3:35]. (8) The reactants are: [NH2:1][C:2]1[N:7]=[C:6]([N:8]2[C:21]3[C:16](=[CH:17][CH:18]=[C:19]([C:22]#[C:23][C:24]([C:27]4[CH:31]=[C:30]([CH3:32])[O:29][N:28]=4)([OH:26])[CH3:25])[CH:20]=3)[C:10]3([CH2:15][CH2:14][O:13][CH2:12][CH2:11]3)[CH2:9]2)[C:5]([Cl:33])=[CH:4][N:3]=1. Given the product [NH2:1][C:2]1[N:7]=[C:6]([N:8]2[C:21]3[C:16](=[CH:17][CH:18]=[C:19]([C:22]#[C:23][C@@:24]([C:27]4[CH:31]=[C:30]([CH3:32])[O:29][N:28]=4)([OH:26])[CH3:25])[CH:20]=3)[C:10]3([CH2:15][CH2:14][O:13][CH2:12][CH2:11]3)[CH2:9]2)[C:5]([Cl:33])=[CH:4][N:3]=1, predict the reactants needed to synthesize it. (9) Given the product [NH2:14][C:15]1[CH:20]=[C:19]([C:21]2[CH:51]=[CH:50][C:24]3[N:25]([C:28]4[S:32][C:31]([C:33]([O:35][CH3:36])=[O:34])=[C:30]([O:37][C@@H:38]([C:40]5[CH:45]=[CH:44][CH:43]=[CH:42][C:41]=5[C:46]([F:47])([F:49])[F:48])[CH3:39])[CH:29]=4)[CH:26]=[N:27][C:23]=3[CH:22]=2)[CH:18]=[CH:17][N:16]=1, predict the reactants needed to synthesize it. The reactants are: C1(C(=[N:14][C:15]2[CH:20]=[C:19]([C:21]3[CH:51]=[CH:50][C:24]4[N:25]([C:28]5[S:32][C:31]([C:33]([O:35][CH3:36])=[O:34])=[C:30]([O:37][C@@H:38]([C:40]6[CH:45]=[CH:44][CH:43]=[CH:42][C:41]=6[C:46]([F:49])([F:48])[F:47])[CH3:39])[CH:29]=5)[CH:26]=[N:27][C:23]=4[CH:22]=3)[CH:18]=[CH:17][N:16]=2)C2C=CC=CC=2)C=CC=CC=1.